From a dataset of HIV replication inhibition screening data with 41,000+ compounds from the AIDS Antiviral Screen. Binary Classification. Given a drug SMILES string, predict its activity (active/inactive) in a high-throughput screening assay against a specified biological target. (1) The compound is Cc1nc(C)c(C(=O)NNC(=O)c2ccccc2)cc1C(=O)NNC(=O)c1ccccc1. The result is 0 (inactive). (2) The compound is N#Cc1c(-c2ccc(Cl)cc2)c2c(n(C3OC(CO)C(O)C(O)C3O)c1=S)CCC2. The result is 0 (inactive). (3) The drug is Cc1nnc(-n2c(O)cc(=O)n(-c3ccccc3)c2=S)nc1C=Cc1ccc(N(C)C)cc1. The result is 0 (inactive). (4) The compound is OCC1(CO)CSSC1. The result is 1 (active). (5) The drug is COc1ccc2cccc(C(=O)c3ccc(C)c4c3CCC4)c2c1. The result is 0 (inactive).